Dataset: Retrosynthesis with 50K atom-mapped reactions and 10 reaction types from USPTO. Task: Predict the reactants needed to synthesize the given product. (1) Given the product C=CCOC(=O)[C@@H]1CCNC[C@H]1C(=O)OCC, predict the reactants needed to synthesize it. The reactants are: C=CCOC(=O)[C@@H]1CCN(C(=O)OC(C)(C)C)C[C@H]1C(=O)OCC. (2) Given the product COC(=O)[C@@H]1C[C@@H](S(=O)(=O)c2ccc(F)cc2C(F)(F)F)CN1, predict the reactants needed to synthesize it. The reactants are: COC(=O)[C@@H]1C[C@@H](S(=O)(=O)c2ccc(F)cc2C(F)(F)F)CN1C(=O)OC(C)(C)C.